From a dataset of Peptide-MHC class II binding affinity with 134,281 pairs from IEDB. Regression. Given a peptide amino acid sequence and an MHC pseudo amino acid sequence, predict their binding affinity value. This is MHC class II binding data. (1) The peptide sequence is PAKNIYSFNEIVALW. The MHC is HLA-DPA10201-DPB10501 with pseudo-sequence HLA-DPA10201-DPB10501. The binding affinity (normalized) is 0.431. (2) The peptide sequence is AFKVAATAANAAPANY. The MHC is HLA-DQA10301-DQB10302 with pseudo-sequence HLA-DQA10301-DQB10302. The binding affinity (normalized) is 0.474. (3) The peptide sequence is RIFGRRSIPVNEALA. The MHC is HLA-DQA10501-DQB10302 with pseudo-sequence HLA-DQA10501-DQB10302. The binding affinity (normalized) is 0.467. (4) The peptide sequence is KKDQVVMTSLALVGAALK. The MHC is DRB1_0301 with pseudo-sequence DRB1_0301. The binding affinity (normalized) is 0.666. (5) The peptide sequence is IARAKMFPAVAEK. The MHC is DRB1_0701 with pseudo-sequence DRB1_0701. The binding affinity (normalized) is 0.298. (6) The peptide sequence is GMFTNRSGSQ. The MHC is HLA-DQA10501-DQB10301 with pseudo-sequence HLA-DQA10501-DQB10301. The binding affinity (normalized) is 0. (7) The peptide sequence is ALTGAMRVTKDTNDN. The MHC is DRB1_1501 with pseudo-sequence DRB1_1501. The binding affinity (normalized) is 0.